Dataset: Serine/threonine kinase 33 screen with 319,792 compounds. Task: Binary Classification. Given a drug SMILES string, predict its activity (active/inactive) in a high-throughput screening assay against a specified biological target. (1) The compound is Clc1cn(nc1)Cc1ccc(cc1)C(=O)Nc1cc(Cl)ccc1. The result is 0 (inactive). (2) The compound is S=c1nc2n(CCN(CC)CC)c3c(c2n[nH]1)cccc3. The result is 0 (inactive). (3) The drug is O=C(N1CCN(CC1)C)CCc1n2nc(N3CCN(CC3)c3cc(OC)ccc3)ccc2nn1. The result is 0 (inactive). (4) The drug is O(c1cc(C(=O)N\N=C(/CCC)c2ccccc2)ccc1OC)C. The result is 0 (inactive). (5) The compound is O1C(OCc2ccc(cc2)CO)CC(c2c(=O)c3c(oc2)cccc3)C=C1C(=O)NCc1[nH]c2c(n1)cccc2. The result is 0 (inactive). (6) The result is 0 (inactive). The drug is O1C(OCc2ccc(cc2)CO)CC(c2c3c(n(c2)C(=O)C)cccc3)C=C1C(=O)Nc1ccccc1.